Dataset: Forward reaction prediction with 1.9M reactions from USPTO patents (1976-2016). Task: Predict the product of the given reaction. (1) Given the reactants [OH:1][C@H:2]1[C@@H:6]([OH:7])[CH:5](OC)[O:4][C@@H:3]1[CH2:10][O:11]/[N:12]=[C:13]1\[NH:14][C@@H:15]([C:25]2[CH:30]=[CH:29][C:28]([F:31])=[CH:27][C:26]=2[C:32]2[CH:37]=[CH:36][CH:35]=[C:34]([O:38][CH3:39])[N:33]=2)[CH2:16][C:17]2[N:18]=[C:19]([NH2:24])[N:20]=[C:21]([CH3:23])[C:22]\1=2.[SiH](CC)(CC)CC.B(F)(F)F.CCOCC, predict the reaction product. The product is: [OH:1][C@H:2]1[C@@H:6]([OH:7])[CH2:5][O:4][C@@H:3]1[CH2:10][O:11]/[N:12]=[C:13]1\[NH:14][C@@H:15]([C:25]2[CH:30]=[CH:29][C:28]([F:31])=[CH:27][C:26]=2[C:32]2[CH:37]=[CH:36][CH:35]=[C:34]([O:38][CH3:39])[N:33]=2)[CH2:16][C:17]2[N:18]=[C:19]([NH2:24])[N:20]=[C:21]([CH3:23])[C:22]\1=2. (2) Given the reactants [Cl:1][C:2]1[CH:3]=[CH:4][C:5]2[N:11]3[CH:12]=[CH:13][CH:14]=[C:10]3[C@@H:9]([CH2:15][CH2:16][N:17]3[CH:21]=[CH:20][C:19]([CH2:22]O)=[N:18]3)[O:8][C@H:7]([C:24]3[CH:29]=[CH:28][CH:27]=[C:26]([O:30][CH3:31])[C:25]=3[O:32][CH3:33])[C:6]=2[CH:34]=1.C1(P(C2C=CC=CC=2)C2C=CC=CC=2)C=CC=CC=1.C(Br)(Br)(Br)Br.[C-:59]#[N:60].[Na+].BrBr, predict the reaction product. The product is: [Cl:1][C:2]1[CH:3]=[CH:4][C:5]2[N:11]3[CH:12]=[CH:13][CH:14]=[C:10]3[C@@H:9]([CH2:15][CH2:16][N:17]3[CH:21]=[CH:20][C:19]([CH2:22][C:59]#[N:60])=[N:18]3)[O:8][C@H:7]([C:24]3[CH:29]=[CH:28][CH:27]=[C:26]([O:30][CH3:31])[C:25]=3[O:32][CH3:33])[C:6]=2[CH:34]=1. (3) Given the reactants C([O:3][C:4](=[O:21])[C:5]1[C:10]([NH:11][C:12]2[CH:17]=[CH:16][C:15]([Br:18])=[CH:14][C:13]=2[CH3:19])=[CH:9][C:8](Cl)=[N:7][CH:6]=1)C.IC.[Li+].[OH-:25].Cl[CH2:27]CCl, predict the reaction product. The product is: [Br:18][C:15]1[CH:16]=[CH:17][C:12]([NH:11][C:10]2[C:5]([C:4]([OH:3])=[O:21])=[CH:6][N:7]([CH3:27])[C:8](=[O:25])[CH:9]=2)=[C:13]([CH3:19])[CH:14]=1. (4) Given the reactants Cl.[F:2][C:3]1([C:9]([O:11][CH2:12][CH3:13])=[O:10])[CH2:8][CH2:7][NH:6][CH2:5][CH2:4]1.[C:14]1(=O)[CH2:17][CH2:16][CH2:15]1.CC(O)=O.C(O[BH-](OC(=O)C)OC(=O)C)(=O)C.[Na+].[OH-].[Na+], predict the reaction product. The product is: [CH2:12]([O:11][C:9]([C:3]1([F:2])[CH2:4][CH2:5][N:6]([CH:14]2[CH2:17][CH2:16][CH2:15]2)[CH2:7][CH2:8]1)=[O:10])[CH3:13]. (5) Given the reactants [N:1]([CH2:4][CH2:5][CH2:6][CH2:7][CH2:8][CH2:9][CH2:10][CH2:11][CH:12]([CH:23]([CH2:34][CH2:35][CH2:36][CH2:37][CH2:38][CH2:39][CH2:40][CH2:41][N:42]=[C:43]=[O:44])[CH2:24][CH2:25][CH2:26][CH2:27][CH2:28][CH2:29][CH2:30][CH2:31][CH2:32][CH3:33])[CH2:13][CH2:14][CH2:15][CH2:16][CH2:17][CH2:18][CH2:19][CH2:20][CH2:21][CH3:22])=[C:2]=[O:3].[NH2:45][C:46]1[NH:47][C:48]([CH2:53][CH2:54][CH2:55][CH2:56][CH2:57][CH2:58][CH2:59][CH2:60][CH2:61][CH2:62][CH2:63][CH2:64][CH2:65][CH2:66][CH3:67])=[CH:49][C:50](=[O:52])[N:51]=1, predict the reaction product. The product is: [CH2:13]([CH:12]([CH:23]([CH2:24][CH2:25][CH2:26][CH2:27][CH2:28][CH2:29][CH2:30][CH2:31][CH2:32][CH3:33])[CH2:34][CH2:35][CH2:36][CH2:37][CH2:38][CH2:39][CH2:40][CH2:41][NH:42][C:43]([NH:45][C:46]1[NH:47][C:48]([CH2:53][CH2:54][CH2:55][CH2:56][CH2:57][CH2:58][CH2:59][CH2:60][CH2:61][CH2:62][CH2:63][CH2:64][CH2:65][CH2:66][CH3:67])=[CH:49][C:50](=[O:52])[N:51]=1)=[O:44])[CH2:11][CH2:10][CH2:9][CH2:8][CH2:7][CH2:6][CH2:5][CH2:4][NH:1][C:2]([NH:45][C:46]1[NH:47][C:48]([CH2:53][CH2:54][CH2:55][CH2:56][CH2:57][CH2:58][CH2:59][CH2:60][CH2:61][CH2:62][CH2:63][CH2:64][CH2:65][CH2:66][CH3:67])=[CH:49][C:50](=[O:52])[N:51]=1)=[O:3])[CH2:14][CH2:15][CH2:16][CH2:17][CH2:18][CH2:19][CH2:20][CH2:21][CH3:22]. (6) Given the reactants Br[C:2]1[CH:7]=[CH:6][C:5]([Br:8])=[CH:4][N:3]=1.C([Li])CCC.[CH3:14][C:15]([CH3:17])=[O:16], predict the reaction product. The product is: [Br:8][C:5]1[CH:6]=[CH:7][C:2]([C:15]([OH:16])([CH3:17])[CH3:14])=[N:3][CH:4]=1. (7) The product is: [NH:1]([C:8]1[N:9]([C:23]2[CH:28]=[CH:27][CH:26]=[CH:25][CH:24]=2)[C:10]2[CH:11]=[C:12]([CH3:22])[N:13]=[C:14]([C:19]([N:31]([O:32][CH3:33])[CH3:30])=[O:21])[C:15]=2[C:16](=[O:18])[CH:17]=1)[C:2]1[CH:3]=[CH:4][CH:5]=[CH:6][CH:7]=1. Given the reactants [NH:1]([C:8]1[N:9]([C:23]2[CH:28]=[CH:27][CH:26]=[CH:25][CH:24]=2)[C:10]2[CH:11]=[C:12]([CH3:22])[N:13]=[C:14]([C:19]([OH:21])=O)[C:15]=2[C:16](=[O:18])[CH:17]=1)[C:2]1[CH:7]=[CH:6][CH:5]=[CH:4][CH:3]=1.Cl.[CH3:30][NH:31][O:32][CH3:33].C1C=CC2N(O)N=NC=2C=1.CCN=C=NCCCN(C)C, predict the reaction product. (8) Given the reactants CC1(C)C(C)(C)OB([C:9]2[CH:28]=[CH:27][C:12]([CH2:13][N:14]3[C:22]4[C:17](=[CH:18][CH:19]=[CH:20][C:21]=4[C:23]([O:25][CH3:26])=[O:24])[CH:16]=[CH:15]3)=[CH:11][CH:10]=2)O1.[N:30]1[CH:35]=[CH:34][CH:33]=[CH:32][C:31]=1OS(C(F)(F)F)(=O)=O.P([O-])([O-])([O-])=O.[K+].[K+].[K+].C1(C2C=CC=CC=2)C=CC=CC=1P(C1CCCCC1)C1CCCCC1, predict the reaction product. The product is: [N:30]1[CH:35]=[CH:34][CH:33]=[CH:32][C:31]=1[C:9]1[CH:10]=[CH:11][C:12]([CH2:13][N:14]2[C:22]3[C:17](=[CH:18][CH:19]=[CH:20][C:21]=3[C:23]([O:25][CH3:26])=[O:24])[CH:16]=[CH:15]2)=[CH:27][CH:28]=1.